The task is: Predict the reactants needed to synthesize the given product.. This data is from Full USPTO retrosynthesis dataset with 1.9M reactions from patents (1976-2016). (1) The reactants are: [C:1]1([CH3:11])[CH:6]=[CH:5][C:4]([S:7](Cl)(=[O:9])=[O:8])=[CH:3][CH:2]=1.[OH:12][C@:13]([CH3:49])([CH2:47][OH:48])[C:14](=[O:46])[C@@H:15]([NH:23][C:24](=[O:45])[C@@H:25]([NH:29][C:30](=[O:44])[C@@H:31]([NH:35][C:36]([C:38]1[S:42][C:41]([CH3:43])=[N:40][CH:39]=1)=[O:37])[CH2:32][O:33][CH3:34])[CH2:26][O:27][CH3:28])[CH2:16][C:17]1[CH:22]=[CH:21][CH:20]=[CH:19][CH:18]=1. Given the product [CH3:11][C:1]1[CH:6]=[CH:5][C:4]([S:7]([O:48][CH2:47][C@:13]([OH:12])([CH3:49])[C:14](=[O:46])[C@@H:15]([NH:23][C:24](=[O:45])[C@@H:25]([NH:29][C:30](=[O:44])[C@@H:31]([NH:35][C:36]([C:38]2[S:42][C:41]([CH3:43])=[N:40][CH:39]=2)=[O:37])[CH2:32][O:33][CH3:34])[CH2:26][O:27][CH3:28])[CH2:16][C:17]2[CH:18]=[CH:19][CH:20]=[CH:21][CH:22]=2)(=[O:9])=[O:8])=[CH:3][CH:2]=1, predict the reactants needed to synthesize it. (2) Given the product [NH2:1][C:2]1[N:7]=[CH:6][C:5]([C:8]2[N:9]=[C:10]([N:20]3[CH2:21][CH2:22][O:23][CH2:24][CH2:25]3)[C:11]3[S:16][C:15]([C:17]([N:29]4[CH2:30][CH2:31][N:26]([CH2:32][CH2:33][OH:34])[CH2:27][CH2:28]4)=[O:19])=[CH:14][C:12]=3[N:13]=2)=[CH:4][N:3]=1, predict the reactants needed to synthesize it. The reactants are: [NH2:1][C:2]1[N:7]=[CH:6][C:5]([C:8]2[N:9]=[C:10]([N:20]3[CH2:25][CH2:24][O:23][CH2:22][CH2:21]3)[C:11]3[S:16][C:15]([C:17]([OH:19])=O)=[CH:14][C:12]=3[N:13]=2)=[CH:4][N:3]=1.[N:26]1([CH2:32][CH2:33][OH:34])[CH2:31][CH2:30][NH:29][CH2:28][CH2:27]1. (3) The reactants are: [NH2:1][C:2]1[N:10]=[CH:9][CH:8]=[CH:7][C:3]=1[C:4]([OH:6])=O.ON1C2C=CC=CC=2N=N1.CCN=C=NCCCN(C)C.[CH3:32][C:33]1[CH:47]=[C:46]([CH3:48])[CH:45]=[CH:44][C:34]=1[S:35][C:36]1[CH:43]=[CH:42][C:39]([CH2:40][NH2:41])=[CH:38][CH:37]=1.C(=O)(O)[O-].[Na+]. Given the product [CH3:32][C:33]1[CH:47]=[C:46]([CH3:48])[CH:45]=[CH:44][C:34]=1[S:35][C:36]1[CH:37]=[CH:38][C:39]([CH2:40][NH:41][C:4](=[O:6])[C:3]2[CH:7]=[CH:8][CH:9]=[N:10][C:2]=2[NH2:1])=[CH:42][CH:43]=1, predict the reactants needed to synthesize it.